This data is from Peptide-MHC class II binding affinity with 134,281 pairs from IEDB. The task is: Regression. Given a peptide amino acid sequence and an MHC pseudo amino acid sequence, predict their binding affinity value. This is MHC class II binding data. (1) The peptide sequence is KTAVQMAVFIHNFKR. The MHC is DRB1_0901 with pseudo-sequence DRB1_0901. The binding affinity (normalized) is 0.274. (2) The peptide sequence is SVLLVVVLFAVFLGS. The MHC is DRB1_0901 with pseudo-sequence DRB1_0901. The binding affinity (normalized) is 0.0355. (3) The peptide sequence is GELQIVDKIDFAFKI. The binding affinity (normalized) is 0.604. The MHC is DRB1_0401 with pseudo-sequence DRB1_0401. (4) The peptide sequence is ENVIDVKLVDANGKL. The MHC is HLA-DPA10201-DPB10101 with pseudo-sequence HLA-DPA10201-DPB10101. The binding affinity (normalized) is 0.357. (5) The peptide sequence is AEHQAIISDVLTASD. The MHC is HLA-DPA10301-DPB10402 with pseudo-sequence HLA-DPA10301-DPB10402. The binding affinity (normalized) is 0.285. (6) The peptide sequence is AEHQAIVRDVLAASD. The MHC is DRB1_1201 with pseudo-sequence DRB1_1201. The binding affinity (normalized) is 0.0807.